From a dataset of Catalyst prediction with 721,799 reactions and 888 catalyst types from USPTO. Predict which catalyst facilitates the given reaction. (1) Reactant: C([NH:5][S:6]([C:9]1[CH:10]=[C:11]([C:15]2[CH:20]=[CH:19][CH:18]=[C:17]([C:21]3[N:26]=[C:25]([CH3:27])[CH:24]=[C:23]([C:28]4[CH:33]=[CH:32][C:31]([C:34]([F:37])([F:36])[F:35])=[CH:30][CH:29]=4)[N:22]=3)[CH:16]=2)[CH:12]=[CH:13][CH:14]=1)(=[O:8])=[O:7])(C)(C)C.C(O)(C(F)(F)F)=O. Product: [CH3:27][C:25]1[CH:24]=[C:23]([C:28]2[CH:33]=[CH:32][C:31]([C:34]([F:37])([F:35])[F:36])=[CH:30][CH:29]=2)[N:22]=[C:21]([C:17]2[CH:16]=[C:15]([C:11]3[CH:12]=[CH:13][CH:14]=[C:9]([S:6]([NH2:5])(=[O:8])=[O:7])[CH:10]=3)[CH:20]=[CH:19][CH:18]=2)[N:26]=1. The catalyst class is: 4. (2) Reactant: [H-].[Na+].[N+:3]([C:6]1[CH:12]=[CH:11][CH:10]=[CH:9][C:7]=1[NH2:8])([O-:5])=[O:4].[C:13](OC(=O)C)(=[O:15])[CH3:14].S(OC)(O[CH3:24])(=O)=O. Product: [CH3:24][N:8]([C:13](=[O:15])[CH3:14])[C:7]1[CH:9]=[CH:10][CH:11]=[CH:12][C:6]=1[N+:3]([O-:5])=[O:4]. The catalyst class is: 30. (3) Reactant: [OH:1][C:2]1[CH:3]=[C:4]2[C:8](=[CH:9][CH:10]=1)[NH:7][CH:6]=[CH:5]2.C(=O)([O-])[O-].[K+].[K+].Br[CH2:18][C:19]([O:21][CH2:22][CH3:23])=[O:20]. Product: [NH:7]1[C:8]2[C:4](=[CH:3][C:2]([O:1][CH2:18][C:19]([O:21][CH2:22][CH3:23])=[O:20])=[CH:10][CH:9]=2)[CH:5]=[CH:6]1. The catalyst class is: 3. (4) Reactant: [Si:1]([O:8][CH2:9][CH2:10][CH2:11][N:12]1[C:17](=[O:18])[C:16]2[C:19]([CH:24]([OH:29])[CH2:25][CH:26]([CH3:28])[CH3:27])=[C:20](Cl)[N:21]=[CH:22][C:15]=2[N:14]([CH3:30])[C:13]1=[O:31])([C:4]([CH3:7])([CH3:6])[CH3:5])([CH3:3])[CH3:2].[CH:32]([C:35]1[CH:40]=[CH:39][CH:38]=[CH:37][C:36]=1B(O)O)([CH3:34])[CH3:33].[O-]P([O-])([O-])=O.[K+].[K+].[K+]. Product: [Si:1]([O:8][CH2:9][CH2:10][CH2:11][N:12]1[C:17](=[O:18])[C:16]2[C:19]([CH:24]([OH:29])[CH2:25][CH:26]([CH3:28])[CH3:27])=[C:20]([C:36]3[CH:37]=[CH:38][CH:39]=[CH:40][C:35]=3[CH:32]([CH3:34])[CH3:33])[N:21]=[CH:22][C:15]=2[N:14]([CH3:30])[C:13]1=[O:31])([C:4]([CH3:7])([CH3:6])[CH3:5])([CH3:3])[CH3:2]. The catalyst class is: 117. (5) The catalyst class is: 1. Product: [F:21][C:20]([F:22])([F:23])[C:16]1[CH:15]=[C:14]([CH2:13][C:12]([C:9]2[CH:8]=[CH:7][C:6]([CH:2]=[O:1])=[CH:11][CH:10]=2)=[O:24])[CH:19]=[CH:18][CH:17]=1. Reactant: [O:1]1CCO[CH:2]1[C:6]1[CH:11]=[CH:10][C:9]([C:12](=[O:24])[CH2:13][C:14]2[CH:19]=[CH:18][CH:17]=[C:16]([C:20]([F:23])([F:22])[F:21])[CH:15]=2)=[CH:8][CH:7]=1.Cl.CCOC(C)=O. (6) Reactant: [H-].[Na+].[CH2:3]([C:5]1[CH:10]=[C:9]([C:11]2[CH:12]=[N:13][N:14]([CH3:16])[CH:15]=2)[CH:8]=[CH:7][C:6]=1[NH:17][C:18]1[N:23]=[CH:22][C:21]2[N:24]=[CH:25][N:26]([CH3:27])[C:20]=2[CH:19]=1)[CH3:4].I[CH3:29]. Product: [CH2:3]([C:5]1[CH:10]=[C:9]([C:11]2[CH:12]=[N:13][N:14]([CH3:16])[CH:15]=2)[CH:8]=[CH:7][C:6]=1[N:17]([CH3:29])[C:18]1[N:23]=[CH:22][C:21]2[N:24]=[CH:25][N:26]([CH3:27])[C:20]=2[CH:19]=1)[CH3:4]. The catalyst class is: 3. (7) Reactant: COC1C=CC(CN2C[C@@H]3[C@@H](CNCC3)C2)=CC=1.[CH3:19][O:20][C:21]1[CH:45]=[CH:44][C:24]([CH2:25][N:26]2[C:34](=[O:35])[C@@H:33]3[C@@H:28]([CH2:29][N:30]([C:36]([O:38][C:39]([CH3:42])([CH3:41])[CH3:40])=[O:37])[CH2:31][CH2:32]3)[C:27]2=[O:43])=[CH:23][CH:22]=1.B. Product: [CH3:19][O:20][C:21]1[CH:22]=[CH:23][C:24]([CH2:25][N:26]2[C:34](=[O:35])[C@H:33]3[C@H:28]([CH2:29][N:30]([C:36]([O:38][C:39]([CH3:42])([CH3:40])[CH3:41])=[O:37])[CH2:31][CH2:32]3)[C:27]2=[O:43])=[CH:44][CH:45]=1. The catalyst class is: 1. (8) Reactant: [Br:1][C:2]1[CH:10]=[C:9]2[C:5]([C:6]([CH2:16][CH2:17][C:18]([O:20]CC)=[O:19])=[C:7]([C:11]([O:13]CC)=[O:12])[NH:8]2)=[CH:4][CH:3]=1.O.O.O.[OH-].[Li+].C(CCC1C2C(=CC(I)=CC=2)NC=1C(O)=O)(O)=O. Product: [C:18]([CH2:17][CH2:16][C:6]1[C:5]2[C:9](=[CH:10][C:2]([Br:1])=[CH:3][CH:4]=2)[NH:8][C:7]=1[C:11]([OH:13])=[O:12])([OH:20])=[O:19]. The catalyst class is: 30. (9) Reactant: Cl[C:2]1[N:3]=[N:4][CH:5]=[C:6](Cl)[C:7]=1[Cl:8].CC1C=CC(S(O)(=O)=O)=CC=1.[C:21]1([CH3:33])[CH:26]=[CH:25][CH:24]=[CH:23][C:22]=1[CH:27]1[CH2:32][CH2:31][NH:30][CH2:29][CH2:28]1.C(=O)([O-])[O-].[K+].[K+].[NH2:40][NH2:41]. Product: [Cl:8][C:7]1[C:6]([N:30]2[CH2:31][CH2:32][CH:27]([C:22]3[CH:23]=[CH:24][CH:25]=[CH:26][C:21]=3[CH3:33])[CH2:28][CH2:29]2)=[CH:5][N:4]=[N:3][C:2]=1[NH:40][NH2:41]. The catalyst class is: 872. (10) Reactant: [Cl:1][C:2]1[CH:3]=[CH:4][C:5]([O:15][CH2:16][C:17]2[CH:22]=[CH:21][CH:20]=[C:19]([F:23])[C:18]=2[F:24])=[C:6]([C:8](=O)[CH2:9][CH2:10][C:11](=O)[CH3:12])[CH:7]=1.[NH2:25][C:26]1[CH:27]=[C:28]([C:36]([OH:38])=[O:37])[C:29]2[C:34]([CH:35]=1)=[CH:33][CH:32]=[CH:31][CH:30]=2.CC1C=CC(S(O)(=O)=O)=CC=1. Product: [Cl:1][C:2]1[CH:3]=[CH:4][C:5]([O:15][CH2:16][C:17]2[CH:22]=[CH:21][CH:20]=[C:19]([F:23])[C:18]=2[F:24])=[C:6]([C:8]2[N:25]([C:26]3[CH:27]=[C:28]([C:36]([OH:38])=[O:37])[C:29]4[C:34]([CH:35]=3)=[CH:33][CH:32]=[CH:31][CH:30]=4)[C:11]([CH3:12])=[CH:10][CH:9]=2)[CH:7]=1. The catalyst class is: 291.